This data is from Experimentally validated miRNA-target interactions with 360,000+ pairs, plus equal number of negative samples. The task is: Binary Classification. Given a miRNA mature sequence and a target amino acid sequence, predict their likelihood of interaction. The miRNA is mmu-miR-669o-5p with sequence UAGUUGUGUGUGCAUGUUUAUGU. The protein sequence of the target gene is MGVRAAPSCAAAPAAAGAEQSRRPGLWPPSPPPPLLLLLLLSLGLLHAGDCQQPTQCRIQKCTTDFVALTAHLNSAADGFDSEFCKALRAYAGCTQRTSKACRGNLVYHSAVLGISDLMSQRNCSKDGPTSSTNPEVTHDPCNYHSHGGVREHGGGDQRPPNYLFCGLFGDPHLRTFKDHFQTCKVEGAWPLIDNNYLSVQVTNVPVVPGSSATATNKVTIIFKAQHECTDQKVYQAVTDDLPAAFVDGTTSGGDGDVKSLHIVEKESGRYVEMHARYIGTTVFVRQLGRYLTLAIRMPE.... Result: 0 (no interaction).